From a dataset of Catalyst prediction with 721,799 reactions and 888 catalyst types from USPTO. Predict which catalyst facilitates the given reaction. (1) Reactant: [C:1]1([O:7][CH3:8])[CH:6]=[CH:5][CH:4]=[CH:3][CH:2]=1.[C:9](O)(=O)C.Br[N:14]1[C:18](=O)[CH2:17][CH2:16][C:15]1=O. Product: [CH:5]1[C:6]2[NH:14][C:15]3[C:8](=[CH:9][CH:18]=[CH:17][CH:16]=3)[O:7][C:1]=2[CH:2]=[CH:3][CH:4]=1. The catalyst class is: 22. (2) Reactant: [NH2:1][C:2]1[N:7]=[CH:6][N:5]=[C:4]2[N:8]([C@@H:26]3[CH2:31][CH2:30][CH2:29][N:28]([C:32](=[O:36])[CH2:33][C:34]#[N:35])[CH2:27]3)[N:9]=[C:10]([C:11]3[CH:16]=[CH:15][C:14]([O:17][C:18]4[CH:23]=[CH:22][CH:21]=[C:20]([F:24])[C:19]=4[F:25])=[CH:13][CH:12]=3)[C:3]=12.[CH:37]1([CH:40]=O)[CH2:39][CH2:38]1.N1CCCCC1. Product: [NH2:1][C:2]1[N:7]=[CH:6][N:5]=[C:4]2[N:8]([C@@H:26]3[CH2:31][CH2:30][CH2:29][N:28]([C:32]([C:33](=[CH:40][CH:37]4[CH2:39][CH2:38]4)[C:34]#[N:35])=[O:36])[CH2:27]3)[N:9]=[C:10]([C:11]3[CH:16]=[CH:15][C:14]([O:17][C:18]4[CH:23]=[CH:22][CH:21]=[C:20]([F:24])[C:19]=4[F:25])=[CH:13][CH:12]=3)[C:3]=12. The catalyst class is: 5. (3) The catalyst class is: 4. Reactant: [C:1]([O:5][C:6]([NH:8][CH:9]([CH3:29])[CH2:10][C:11]1[CH:28]=[CH:27][C:14]2[O:15][CH:16]([CH2:18][NH:19][C:20](=[O:26])[CH2:21][CH2:22][C:23]([OH:25])=[O:24])[O:17][C:13]=2[CH:12]=1)=[O:7])([CH3:4])([CH3:3])[CH3:2].O[N:31]1[C:35](=[O:36])[CH2:34][CH2:33][C:32]1=[O:37].C(N=C=NCCCN(C)C)C. Product: [O:37]=[C:32]1[CH2:33][CH2:34][C:35](=[O:36])[N:31]1[O:24][C:23](=[O:25])[CH2:22][CH2:21][C:20]([NH:19][CH2:18][CH:16]1[O:15][C:14]2[CH:27]=[CH:28][C:11]([CH2:10][CH:9]([NH:8][C:6]([O:5][C:1]([CH3:4])([CH3:2])[CH3:3])=[O:7])[CH3:29])=[CH:12][C:13]=2[O:17]1)=[O:26]. (4) Reactant: C([O:3][C:4](=[O:31])[C:5]([C:7]1[CH:12]=[C:11]([C:13]([F:16])([F:15])[F:14])[CH:10]=[CH:9][C:8]=1[CH2:17][N:18]1[CH2:23][CH2:22][N:21]([C:24]([O:26][C:27]([CH3:30])([CH3:29])[CH3:28])=[O:25])[CH2:20][CH2:19]1)=[O:6])C.O1CCCC1.[OH-].[Li+]. Product: [C:27]([O:26][C:24]([N:21]1[CH2:20][CH2:19][N:18]([CH2:17][C:8]2[CH:9]=[CH:10][C:11]([C:13]([F:16])([F:15])[F:14])=[CH:12][C:7]=2[C:5](=[O:6])[C:4]([OH:31])=[O:3])[CH2:23][CH2:22]1)=[O:25])([CH3:30])([CH3:28])[CH3:29]. The catalyst class is: 6. (5) Reactant: [C:1]([OH:7])(=O)[CH2:2][CH2:3][CH:4]=[CH2:5].[NH2:8][C@H:9]([C:12]1[CH:17]=[CH:16][CH:15]=[CH:14][C:13]=1[O:18][CH3:19])[CH2:10][OH:11]. Product: [OH:11][CH2:10][C@H:9]([NH:8][C:1](=[O:7])[CH2:2][CH2:3][CH:4]=[CH2:5])[C:12]1[CH:17]=[CH:16][CH:15]=[CH:14][C:13]=1[O:18][CH3:19]. The catalyst class is: 3. (6) The catalyst class is: 252. Reactant: [CH3:1][N:2]([CH2:4][CH:5]1[C:10]([OH:19])([C:11]2[CH:16]=[C:15]([O:17][CH3:18])[CH:14]=[CH:13][CH:12]=2)[CH2:9][CH2:8][CH2:7][CH2:6]1)[CH3:3].C([O-])(=O)C1C(=CC=CC=1)O.C([O-])(=O)C1C=CC=CC=1.[OH-].[Na+].[ClH:41].C(O)(C)C.CN(CC1C(O)(C2C=C(OC)C=CC=2)CCCC1)C. Product: [CH3:3][N:2]([CH2:4][CH:5]1[C:10]([OH:19])([C:11]2[CH:16]=[C:15]([O:17][CH3:18])[CH:14]=[CH:13][CH:12]=2)[CH2:9][CH2:8][CH2:7][CH2:6]1)[CH3:1].[ClH:41]. (7) Reactant: [N+:1]([C:4]1[CH:5]=[N:6][NH:7][CH:8]=1)([O-:3])=[O:2].Cl[CH2:10][C:11]1[C:12]([CH3:17])=[N:13][O:14][C:15]=1[CH3:16].C([O-])([O-])=O.[K+].[K+]. Product: [CH3:17][C:12]1[C:11]([CH2:10][N:6]2[CH:5]=[C:4]([N+:1]([O-:3])=[O:2])[CH:8]=[N:7]2)=[C:15]([CH3:16])[O:14][N:13]=1. The catalyst class is: 21. (8) Reactant: [Cl:1][C:2]1[CH:9]=[CH:8][CH:7]=[CH:6][C:3]=1[CH:4]=O.[O:10]1[C:16]2[CH:17]=[CH:18][C:19]([S:21]([NH2:24])(=[O:23])=[O:22])=[CH:20][C:15]=2[O:14][CH2:13][CH2:12][CH2:11]1.O.[O-2].[O-2].[O-2].O=[Si]=O.O=[Si]=O.O=[Si]=O.O=[Si]=O.[Al+3].[Al+3]. Product: [Cl:1][C:2]1[CH:9]=[CH:8][CH:7]=[CH:6][C:3]=1[CH:4]=[N:24][S:21]([C:19]1[CH:18]=[CH:17][C:16]2[O:10][CH2:11][CH2:12][CH2:13][O:14][C:15]=2[CH:20]=1)(=[O:22])=[O:23]. The catalyst class is: 11. (9) Reactant: [Cl:1][C:2]1[CH:7]=[C:6]2[NH:8][C:9](=[O:41])[C:10]3([CH:15]([C:16]4[CH:21]=[C:20]([Cl:22])[CH:19]=[CH:18][C:17]=4[O:23][C:24]([CH2:30][CH3:31])([C:27](O)=[O:28])[CH2:25][CH3:26])[CH2:14][C:13](=[O:32])[NH:12][CH:11]3[C:33]3[CH:38]=[C:37]([F:39])[CH:36]=[CH:35][C:34]=3[CH3:40])[C:5]2=[CH:4][CH:3]=1.C1N=CN(C(N2C=NC=C2)=O)C=1.[CH3:54][S:55]([NH2:58])(=[O:57])=[O:56].[H-].[Na+].Cl. Product: [Cl:1][C:2]1[CH:7]=[C:6]2[NH:8][C:9](=[O:41])[C:10]3([CH:15]([C:16]4[CH:21]=[C:20]([Cl:22])[CH:19]=[CH:18][C:17]=4[O:23][C:24]([CH2:25][CH3:26])([C:27]([NH:58][S:55]([CH3:54])(=[O:57])=[O:56])=[O:28])[CH2:30][CH3:31])[CH2:14][C:13](=[O:32])[NH:12][CH:11]3[C:33]3[CH:38]=[C:37]([F:39])[CH:36]=[CH:35][C:34]=3[CH3:40])[C:5]2=[CH:4][CH:3]=1. The catalyst class is: 18. (10) Reactant: N12CCN(CC1)CC2.[CH3:9][N:10]([CH3:15])[S:11](Cl)(=[O:13])=[O:12].[CH2:16]([O:18][C:19]([C:21]1[NH:22][N:23]=[C:24]([CH2:26][O:27][C:28]2[CH:33]=[CH:32][CH:31]=[CH:30][CH:29]=2)[CH:25]=1)=[O:20])[CH3:17]. Product: [CH2:16]([O:18][C:19]([C:21]1[N:22]([S:11](=[O:13])(=[O:12])[N:10]([CH3:15])[CH3:9])[N:23]=[C:24]([CH2:26][O:27][C:28]2[CH:33]=[CH:32][CH:31]=[CH:30][CH:29]=2)[CH:25]=1)=[O:20])[CH3:17]. The catalyst class is: 144.